Task: Regression. Given two drug SMILES strings and cell line genomic features, predict the synergy score measuring deviation from expected non-interaction effect.. Dataset: NCI-60 drug combinations with 297,098 pairs across 59 cell lines (1) Drug 2: CC(C)(C#N)C1=CC(=CC(=C1)CN2C=NC=N2)C(C)(C)C#N. Drug 1: CC1=C(C=C(C=C1)C(=O)NC2=CC(=CC(=C2)C(F)(F)F)N3C=C(N=C3)C)NC4=NC=CC(=N4)C5=CN=CC=C5. Cell line: OVCAR-4. Synergy scores: CSS=-2.22, Synergy_ZIP=1.94, Synergy_Bliss=1.09, Synergy_Loewe=-3.34, Synergy_HSA=-2.74. (2) Drug 1: C1=CC(=C(C=C1I)F)NC2=C(C=CC(=C2F)F)C(=O)NOCC(CO)O. Drug 2: CC1CCC2CC(C(=CC=CC=CC(CC(C(=O)C(C(C(=CC(C(=O)CC(OC(=O)C3CCCCN3C(=O)C(=O)C1(O2)O)C(C)CC4CCC(C(C4)OC)OP(=O)(C)C)C)C)O)OC)C)C)C)OC. Cell line: NCI-H460. Synergy scores: CSS=16.7, Synergy_ZIP=2.70, Synergy_Bliss=7.16, Synergy_Loewe=10.4, Synergy_HSA=10.7. (3) Drug 1: C(CC(=O)O)C(=O)CN.Cl. Drug 2: C1=CN(C=N1)CC(O)(P(=O)(O)O)P(=O)(O)O. Cell line: OVCAR-4. Synergy scores: CSS=10.7, Synergy_ZIP=-4.37, Synergy_Bliss=-2.24, Synergy_Loewe=-1.12, Synergy_HSA=-1.16. (4) Drug 1: C1=CC(=CC=C1CCCC(=O)O)N(CCCl)CCCl. Drug 2: CC1=C(C=C(C=C1)NC(=O)C2=CC=C(C=C2)CN3CCN(CC3)C)NC4=NC=CC(=N4)C5=CN=CC=C5. Cell line: OVCAR-8. Synergy scores: CSS=18.9, Synergy_ZIP=-4.77, Synergy_Bliss=2.61, Synergy_Loewe=-1.12, Synergy_HSA=1.37. (5) Drug 1: CC1C(C(CC(O1)OC2CC(CC3=C2C(=C4C(=C3O)C(=O)C5=C(C4=O)C(=CC=C5)OC)O)(C(=O)C)O)N)O.Cl. Drug 2: C1C(C(OC1N2C=NC3=C2NC=NCC3O)CO)O. Cell line: PC-3. Synergy scores: CSS=11.3, Synergy_ZIP=-5.40, Synergy_Bliss=-2.18, Synergy_Loewe=-11.1, Synergy_HSA=-1.90. (6) Drug 1: C1C(C(OC1N2C=C(C(=O)NC2=O)F)CO)O. Drug 2: C#CCC(CC1=CN=C2C(=N1)C(=NC(=N2)N)N)C3=CC=C(C=C3)C(=O)NC(CCC(=O)O)C(=O)O. Cell line: RPMI-8226. Synergy scores: CSS=46.9, Synergy_ZIP=-1.83, Synergy_Bliss=-4.91, Synergy_Loewe=-4.43, Synergy_HSA=-3.12.